The task is: Predict the reactants needed to synthesize the given product.. This data is from Full USPTO retrosynthesis dataset with 1.9M reactions from patents (1976-2016). (1) Given the product [Cl-:32].[Cl-:32].[NH3+:24][C@@H:11]([C:9]1[N:8]=[N:7][N:6]([CH2:5][C:4]([O:3][CH2:1][CH3:2])=[O:31])[CH:10]=1)[C:12]1[CH:17]=[CH:16][C:15]([O:18][CH2:19][C:20]([F:23])([F:21])[F:22])=[CH:14][NH+:13]=1, predict the reactants needed to synthesize it. The reactants are: [CH2:1]([O:3][C:4](=[O:31])[CH2:5][N:6]1[CH:10]=[C:9]([C@H:11]([NH:24]S(C(C)(C)C)=O)[C:12]2[CH:17]=[CH:16][C:15]([O:18][CH2:19][C:20]([F:23])([F:22])[F:21])=[CH:14][N:13]=2)[N:8]=[N:7]1)[CH3:2].[ClH:32].CCOCC. (2) Given the product [N:1]1([CH2:6][CH2:7][O:8][CH2:9][C:10]2[CH:15]=[CH:14][CH:13]=[CH:12][C:11]=2[CH2:16][CH2:17][C:18]([OH:20])=[O:19])[CH2:2][CH2:3][CH2:4][CH2:5]1, predict the reactants needed to synthesize it. The reactants are: [N:1]1([CH2:6][CH2:7][O:8][CH2:9][C:10]2[CH:15]=[CH:14][CH:13]=[CH:12][C:11]=2[CH2:16][CH2:17][C:18]([O:20]CC)=[O:19])[CH2:5][CH2:4][CH2:3][CH2:2]1.[OH-].[Na+].Cl.C(O)C. (3) The reactants are: [CH3:1][C@@H:2]1[C@@H:37]([CH:38]([CH3:40])[CH3:39])[O:36][C@:5]2([O:10][C@@H:9]3[CH2:11][CH:12]=[C:13]([CH3:35])[CH2:14][C@@H:15]([CH3:34])[CH:16]=[CH:17][CH:18]=[C:19]4[CH2:20][O:21][C@@H:22]5[C@H:27]([OH:28])[C:26]([CH3:29])=[CH:25][C@@H:24]([C:30]([O:32][C@@H:7]([CH2:8]3)[CH2:6]2)=[O:31])[C@:23]45[OH:33])[CH2:4][CH2:3]1.[CH2:41]([OH:117])[C@H:42]1[O:47][C@@H:46]2[O:48][C@H:49]3[C@H:54]([OH:55])[C@@H:53]([OH:56])[C@@H:52]([O:57][C@H:58]4[C@H:63]([OH:64])[C@@H:62]([OH:65])[C@@H:61]([O:66][C@H:67]5[C@H:72]([OH:73])[C@@H:71]([OH:74])[C@@H:70]([O:75][C@H:76]6[C@H:81]([OH:82])[C@@H:80]([OH:83])[C@@H:79]([O:84][C@H:85]7[C@H:90]([OH:91])[C@@H:89]([OH:92])[C@@H:88]([O:93][C@H:94]8[C@H:100]([OH:101])[C@@H:99]([OH:102])[C@@H:97]([O:98][C@H:43]1[C@H:44]([OH:116])[C@H:45]2[OH:115])[O:96][C@@H:95]8[CH2:103][OH:104])[O:87][C@@H:86]7[CH2:105][OH:106])[O:78][C@@H:77]6[CH2:107][OH:108])[O:69][C@@H:68]5[CH2:109][OH:110])[O:60][C@@H:59]4[CH2:111][OH:112])[O:51][C@@H:50]3[CH2:113][OH:114]. Given the product [CH2:107]([OH:108])[C@H:77]1[O:78][C@@H:79]2[O:84][C@H:85]3[C@H:90]([OH:91])[C@@H:89]([OH:92])[C@@H:88]([O:93][C@H:94]4[C@H:100]([OH:101])[C@@H:99]([OH:102])[C@@H:97]([O:98][C@H:43]5[C@H:44]([OH:116])[C@@H:45]([OH:115])[C@@H:46]([O:48][C@H:49]6[C@H:54]([OH:55])[C@@H:53]([OH:56])[C@@H:52]([O:57][C@H:58]7[C@H:63]([OH:64])[C@@H:62]([OH:65])[C@@H:61]([O:66][C@H:67]8[C@H:72]([OH:73])[C@@H:71]([OH:74])[C@@H:70]([O:75][C@H:76]1[C@H:81]([OH:82])[C@H:80]2[OH:83])[O:69][C@@H:68]8[CH2:109][OH:110])[O:60][C@@H:59]7[CH2:111][OH:112])[O:51][C@@H:50]6[CH2:113][OH:114])[O:47][C@@H:42]5[CH2:41][OH:117])[O:96][C@@H:95]4[CH2:103][OH:104])[O:87][C@@H:86]3[CH2:105][OH:106].[CH3:1][C@@H:2]1[C@@H:37]([CH:38]([CH3:40])[CH3:39])[O:36][C@:5]2([O:10][C@@H:9]3[CH2:11][CH:12]=[C:13]([CH3:35])[CH2:14][C@@H:15]([CH3:34])[CH:16]=[CH:17][CH:18]=[C:19]4[CH2:20][O:21][C@@H:22]5[C@H:27]([OH:28])[C:26]([CH3:29])=[CH:25][C@@H:24]([C:30]([O:32][C@@H:7]([CH2:8]3)[CH2:6]2)=[O:31])[C@:23]45[OH:33])[CH2:4][CH2:3]1, predict the reactants needed to synthesize it. (4) Given the product [C:11]1([C:3]2[CH:4]=[CH:5][CH:6]=[CH:7][C:2]=2[C:1]([OH:9])=[O:8])[CH:16]=[CH:15][CH:14]=[CH:13][CH:12]=1.[C:11]1([C:3]2[CH:4]=[CH:5][CH:6]=[C:7]([C:22]3[CH:31]=[CH:26][CH:25]=[CH:24][CH:23]=3)[C:2]=2[C:1]([OH:9])=[O:8])[CH:16]=[CH:15][CH:14]=[CH:13][CH:12]=1, predict the reactants needed to synthesize it. The reactants are: [C:1]([OH:9])(=[O:8])[C:2]1[CH:7]=[CH:6][CH:5]=[CH:4][CH:3]=1.Cl[C:11]1[CH:16]=[CH:15][CH:14]=[CH:13][CH:12]=1.C(P([C:22]12[CH2:31][CH:26]3CC(C[CH:24]([CH2:25]3)[CH2:23]1)C2)[C:22]12[CH2:31][CH:26]3CC(C[CH:24]([CH2:25]3)[CH2:23]1)C2)CCC. (5) Given the product [C:7]([O:10][CH:2]1[CH2:3][CH2:4][CH2:5][C:1]1=[O:6])(=[O:9])[CH3:8], predict the reactants needed to synthesize it. The reactants are: [C:1]1(=[O:6])[CH2:5][CH2:4][CH2:3][CH2:2]1.[C:7]([O-:10])(=[O:9])[CH3:8].[C:7]([O-:10])(=[O:9])[CH3:8].[C:7]([O-:10])(=[O:9])[CH3:8].[C:7]([O-:10])(=[O:9])[CH3:8].[Pb+4].Cl. (6) Given the product [C:34]1([P:27]([C:28]2[CH:29]=[CH:30][CH:31]=[CH:32][CH:33]=2)[C:8]2[N:7]([C:5]([N:4]([CH:1]([CH3:3])[CH3:2])[CH:18]([CH3:20])[CH3:19])=[O:6])[C:11]3[CH:12]=[C:13]([CH3:17])[C:14]([CH3:16])=[CH:15][C:10]=3[N:9]=2)[CH:35]=[CH:36][CH:37]=[CH:38][CH:39]=1, predict the reactants needed to synthesize it. The reactants are: [CH:1]([N:4]([CH:18]([CH3:20])[CH3:19])[C:5]([N:7]1[C:11]2[CH:12]=[C:13]([CH3:17])[C:14]([CH3:16])=[CH:15][C:10]=2[N:9]=[CH:8]1)=[O:6])([CH3:3])[CH3:2].[Li]CCCC.Cl[P:27]([C:34]1[CH:39]=[CH:38][CH:37]=[CH:36][CH:35]=1)[C:28]1[CH:33]=[CH:32][CH:31]=[CH:30][CH:29]=1.